This data is from Forward reaction prediction with 1.9M reactions from USPTO patents (1976-2016). The task is: Predict the product of the given reaction. (1) Given the reactants [CH3:1][O:2][C:3]1[CH:11]=[CH:10][C:6]([C:7](Cl)=[O:8])=[CH:5][CH:4]=1.[N:12]1[CH:17]=[CH:16][C:15]([C:18]2[N:19]=[C:20]([NH2:23])[S:21][CH:22]=2)=[CH:14][CH:13]=1, predict the reaction product. The product is: [CH3:1][O:2][C:3]1[CH:11]=[CH:10][C:6]([C:7]([NH:23][C:20]2[S:21][CH:22]=[C:18]([C:15]3[CH:16]=[CH:17][N:12]=[CH:13][CH:14]=3)[N:19]=2)=[O:8])=[CH:5][CH:4]=1. (2) Given the reactants C1(C([NH:9][C:10]2[CH:15]=[CH:14][C:13]([O:16][CH2:17][C:18]3[CH:23]=[CH:22][CH:21]=[CH:20][CH:19]=3)=[CH:12][C:11]=2[C:24]([C:26]2[CH:31]=[CH:30][CH:29]=[CH:28][CH:27]=2)=[O:25])=O)C=CC=CC=1.O1CCCC1, predict the reaction product. The product is: [C:26]1([C:24]([C:11]2[CH:12]=[C:13]([O:16][CH2:17][C:18]3[CH:23]=[CH:22][CH:21]=[CH:20][CH:19]=3)[CH:14]=[CH:15][C:10]=2[NH2:9])=[O:25])[CH:27]=[CH:28][CH:29]=[CH:30][CH:31]=1. (3) Given the reactants [CH3:1][C:2]([C:4]1[C:13]2[C:8](=[CH:9][CH:10]=[CH:11][CH:12]=2)[CH:7]=[CH:6][CH:5]=1)=[O:3].[H-].[Na+].[CH3:16][O:17][C:18](=O)[O:19]C, predict the reaction product. The product is: [C:4]1([C:2](=[O:3])[CH2:1][C:18]([O:17][CH3:16])=[O:19])[C:13]2[C:8](=[CH:9][CH:10]=[CH:11][CH:12]=2)[CH:7]=[CH:6][CH:5]=1. (4) Given the reactants [Br:1][C:2]1[CH:7]=[C:6]([C:8]2[C:9]([C:15]3[CH:20]=[CH:19][CH:18]=[CH:17][CH:16]=3)=[N:10][O:11][C:12]=2[CH2:13]Br)[CH:5]=[CH:4][N:3]=1.[NH:21]1[CH2:26][CH2:25][O:24][CH2:23][CH2:22]1.C([O-])([O-])=O.[K+].[K+], predict the reaction product. The product is: [Br:1][C:2]1[CH:7]=[C:6]([C:8]2[C:9]([C:15]3[CH:20]=[CH:19][CH:18]=[CH:17][CH:16]=3)=[N:10][O:11][C:12]=2[CH2:13][N:21]2[CH2:26][CH2:25][O:24][CH2:23][CH2:22]2)[CH:5]=[CH:4][N:3]=1. (5) Given the reactants [CH3:1][N:2]1[C:7]([CH3:8])=[CH:6][C:5]([C:9]([F:12])([F:11])[F:10])=[CH:4][C:3]1=[O:13].FC(F)(F)C(O)=O.FC(F)(F)C(OC(=O)C(F)(F)F)=O.C1C(=O)N([I:41])C(=O)C1, predict the reaction product. The product is: [CH3:1][N:2]1[C:7]([CH3:8])=[CH:6][C:5]([C:9]([F:12])([F:10])[F:11])=[C:4]([I:41])[C:3]1=[O:13]. (6) Given the reactants C([Si]([O:18][C@H:19]1[CH2:24][CH2:23][CH2:22][CH2:21][C@H:20]1[O:25][CH2:26][CH2:27][C:28]1[CH:33]=[CH:32][C:31]([O:34][CH3:35])=[C:30]([O:36][CH3:37])[CH:29]=1)(C1C=CC=CC=1)C1C=CC=CC=1)(C)(C)C.[F-].C([N+](CCCC)(CCCC)CCCC)CCC, predict the reaction product. The product is: [CH3:37][O:36][C:30]1[CH:29]=[C:28]([CH2:27][CH2:26][O:25][C@@H:20]2[CH2:21][CH2:22][CH2:23][CH2:24][C@@H:19]2[OH:18])[CH:33]=[CH:32][C:31]=1[O:34][CH3:35].